Dataset: Full USPTO retrosynthesis dataset with 1.9M reactions from patents (1976-2016). Task: Predict the reactants needed to synthesize the given product. (1) Given the product [S:7]1[C:11]2[CH:12]=[CH:13][CH:14]=[CH:15][C:10]=2[N:9]=[C:8]1[NH:16][C:17]1[CH:38]=[CH:37][C:20]([O:21][C:22]2[C:27]([C@@H:28]3[CH2:33][CH2:32][CH2:31][N:30]([C:34](=[O:36])[CH3:35])[CH2:29]3)=[CH:26][CH:25]=[CH:24][N:23]=2)=[CH:19][CH:18]=1, predict the reactants needed to synthesize it. The reactants are: C([O-])([O-])=O.[Na+].[Na+].[S:7]1[C:11]2[CH:12]=[CH:13][CH:14]=[CH:15][C:10]=2[N:9]=[C:8]1[NH:16][C:17]1[CH:38]=[CH:37][C:20]([O:21][C:22]2[C:27]([C@H:28]3[CH2:33][CH2:32][CH2:31][N:30]([C:34](=[O:36])[CH3:35])[CH2:29]3)=[CH:26][CH:25]=[CH:24][N:23]=2)=[CH:19][CH:18]=1. (2) Given the product [NH2:29][C:30]1[N:35]=[CH:34][C:33]([C:2]2[N:3]=[C:4]([N:23]3[CH2:28][CH2:27][O:26][CH2:25][CH2:24]3)[C:5]3[S:10][C:9]([C:11]([C:13]4[CH:18]=[CH:17][CH:16]=[C:15]([S:19]([CH3:22])(=[O:21])=[O:20])[CH:14]=4)=[O:12])=[CH:8][C:6]=3[N:7]=2)=[CH:32][N:31]=1, predict the reactants needed to synthesize it. The reactants are: Cl[C:2]1[N:3]=[C:4]([N:23]2[CH2:28][CH2:27][O:26][CH2:25][CH2:24]2)[C:5]2[S:10][C:9]([C:11]([C:13]3[CH:18]=[CH:17][CH:16]=[C:15]([S:19]([CH3:22])(=[O:21])=[O:20])[CH:14]=3)=[O:12])=[CH:8][C:6]=2[N:7]=1.[NH2:29][C:30]1[N:35]=[CH:34][C:33](B(O)O)=[CH:32][N:31]=1. (3) Given the product [CH3:24][O:23][C:16]1[CH:15]=[C:14]([N:13]2[CH2:8][CH2:9][CH2:10][C:11]2=[O:12])[CH:19]=[C:18]([N+:20]([O-:22])=[O:21])[CH:17]=1, predict the reactants needed to synthesize it. The reactants are: C(=O)([O-])[O-].[K+].[K+].Cl[CH2:8][CH2:9][CH2:10][C:11]([NH:13][C:14]1[CH:19]=[C:18]([N+:20]([O-:22])=[O:21])[CH:17]=[C:16]([O:23][CH3:24])[CH:15]=1)=[O:12]. (4) Given the product [C:1]([O:6][O:20][C:15](=[O:19])[C:16]1[CH:17]=[CH:27][CH:26]=[CH:25][CH:18]=1)(=[O:5])[C:2]1[CH:4]=[CH:9][CH:8]=[CH:7][CH:3]=1, predict the reactants needed to synthesize it. The reactants are: [C:1]([OH:6])(=[O:5])[C:2]([CH3:4])=[CH2:3].[CH2:7]=[CH:8][C:9]1C=CC=CC=1.[C:15]([O:20]CC(C)C)(=[O:19])[C:16]([CH3:18])=[CH2:17].[C:25](OCCO)(=O)[C:26](C)=[CH2:27].C1(=O)OCCCCC1.